From a dataset of Full USPTO retrosynthesis dataset with 1.9M reactions from patents (1976-2016). Predict the reactants needed to synthesize the given product. Given the product [CH3:1][O:2][C:3]([C:5]1[S:12][C:11]2[CH:10]=[N:9][N:8]([C:17](=[O:16])[CH3:18])[C:7]=2[CH:6]=1)=[O:4], predict the reactants needed to synthesize it. The reactants are: [CH3:1][O:2][C:3]([C:5]1[S:12][C:11]2[C:10](I)=[N:9][NH:8][C:7]=2[CH:6]=1)=[O:4].C(OC(OC(C)(C)C)=O)([O:16][C:17](C)(C)[CH3:18])=O.